This data is from Forward reaction prediction with 1.9M reactions from USPTO patents (1976-2016). The task is: Predict the product of the given reaction. (1) Given the reactants C1([CH:7]([C:16]2[CH:21]=[CH:20][CH:19]=[CH:18][CH:17]=2)[CH:8]([O:13][CH:14]=C)[CH2:9][CH2:10][CH:11]=C)C=CC=CC=1.[CH:22]1[CH:27]=[CH:26][CH:25]=[CH:24][CH:23]=1, predict the reaction product. The product is: [CH:7]([CH:8]1[CH2:9][CH2:10][CH:11]=[CH:14][O:13]1)([C:16]1[CH:17]=[CH:18][CH:19]=[CH:20][CH:21]=1)[C:22]1[CH:27]=[CH:26][CH:25]=[CH:24][CH:23]=1. (2) Given the reactants C(Cl)(=O)C(Cl)=O.CS(C)=O.[F:11][C:12]([F:24])([F:23])[C:13]1[CH:14]=[C:15]([CH:20]=[CH:21][CH:22]=1)[O:16][CH2:17][CH2:18][OH:19].O, predict the reaction product. The product is: [F:11][C:12]([F:23])([F:24])[C:13]1[CH:14]=[C:15]([CH:20]=[CH:21][CH:22]=1)[O:16][CH2:17][CH:18]=[O:19]. (3) The product is: [CH3:7][O:8][C:9]1[CH:14]=[CH:13][CH:12]=[CH:11][C:10]=1[PH:15][C:17]1[CH:22]=[CH:21][CH:20]=[CH:19][CH:18]=1. Given the reactants [H-].[Al+3].[Li+].[H-].[H-].[H-].[CH3:7][O:8][C:9]1[CH:14]=[CH:13][CH:12]=[CH:11][C:10]=1[P:15]([C:17]1[CH:22]=[CH:21][CH:20]=[CH:19][CH:18]=1)Cl.[H-].O, predict the reaction product. (4) The product is: [CH2:1]([N:3]1[CH2:7][CH2:6][CH2:5][CH:4]1[CH2:8][NH:9][C:10]([C:12]1[CH:13]=[C:14]([CH:18]2[C:27]([CH3:29])([CH3:28])[CH2:26][C:25]3[C:20](=[CH:21][CH:22]=[C:23]([C:30]([OH:32])=[O:31])[CH:24]=3)[NH:19]2)[CH:15]=[CH:16][CH:17]=1)=[O:11])[CH3:2]. Given the reactants [CH2:1]([N:3]1[CH2:7][CH2:6][CH2:5][CH:4]1[CH2:8][NH:9][C:10]([C:12]1[CH:13]=[C:14]([CH:18]2[C:27]([CH3:29])([CH3:28])[CH2:26][C:25]3[C:20](=[CH:21][CH:22]=[C:23]([C:30]([O:32]C)=[O:31])[CH:24]=3)[NH:19]2)[CH:15]=[CH:16][CH:17]=1)=[O:11])[CH3:2].[OH-].[Na+], predict the reaction product. (5) Given the reactants CS[C:3]1[C:4]2[NH:5][C:6]([C:18]([F:21])([F:20])[F:19])=[N:7][C:8]=2[N:9]([CH2:13][CH2:14][CH2:15][CH2:16][CH3:17])[C:10](=[O:12])[N:11]=1.[NH2:22][NH2:23], predict the reaction product. The product is: [CH2:13]([N:9]1[C:8]2[N:7]=[C:6]([C:18]([F:21])([F:20])[F:19])[NH:5][C:4]=2/[C:3](=[N:22]\[NH2:23])/[NH:11][C:10]1=[O:12])[CH2:14][CH2:15][CH2:16][CH3:17]. (6) Given the reactants Cl.Br[C:3]1[C:4]([O:9][C:10]2[CH:15]=[CH:14][C:13]([NH:16][C:17]3[CH:22]=[CH:21][CH:20]=[CH:19][N:18]=3)=[CH:12][CH:11]=2)=[N:5][CH:6]=[CH:7][CH:8]=1.CN(C1CCCCC1)C1CCCCC1.[C:37]1(=[O:42])[CH2:41][CH2:40][CH:39]=[CH:38]1, predict the reaction product. The product is: [N:18]1[CH:19]=[CH:20][CH:21]=[CH:22][C:17]=1[NH:16][C:13]1[CH:14]=[CH:15][C:10]([O:9][C:4]2[C:3]([C:39]3[CH2:40][CH2:41][C:37](=[O:42])[CH:38]=3)=[CH:8][CH:7]=[CH:6][N:5]=2)=[CH:11][CH:12]=1. (7) Given the reactants [CH:1]([C:4]1[CH:5]=[C:6]([C:22]([CH3:24])=[CH2:23])[C:7]2[CH:8]=[CH:9][C:10]3[N:11]([CH:14]=[C:15]([C:17]4[O:18][CH:19]=[N:20][N:21]=4)[N:16]=3)[C:12]=2[N:13]=1)([CH3:3])[CH3:2].C(O)(=O)C, predict the reaction product. The product is: [CH3:3][CH:1]([C:4]1[CH:5]=[C:6]([CH:22]([CH3:24])[CH3:23])[C:7]2[CH:8]=[CH:9][C:10]3[N:11]([CH:14]=[C:15]([C:17]4[O:18][CH:19]=[N:20][N:21]=4)[N:16]=3)[C:12]=2[N:13]=1)[CH3:2].